This data is from Full USPTO retrosynthesis dataset with 1.9M reactions from patents (1976-2016). The task is: Predict the reactants needed to synthesize the given product. (1) Given the product [CH3:1][O:2][C:3]1[CH:8]=[CH:7][C:6]([S:14]([Cl:13])(=[O:16])=[O:15])=[CH:5][C:4]=1[C:9]([F:10])([F:11])[F:12], predict the reactants needed to synthesize it. The reactants are: [CH3:1][O:2][C:3]1[CH:8]=[CH:7][CH:6]=[CH:5][C:4]=1[C:9]([F:12])([F:11])[F:10].[Cl:13][S:14](O)(=[O:16])=[O:15]. (2) Given the product [CH3:11][C:8]1[C:9]2[N:10]=[CH:12][NH:14][C:3](=[O:2])[C:5]=2[S:6][CH:7]=1, predict the reactants needed to synthesize it. The reactants are: C[O:2][C:3]([C:5]1[S:6][CH:7]=[C:8]([CH3:11])[C:9]=1[NH2:10])=O.[CH:12]([NH2:14])=O. (3) Given the product [C:1]1([S:7]([N:10]2[CH2:12][CH:11]([C:13]([N:15]3[CH2:20][CH2:19][N:18]([C:21]4[CH:26]=[C:25]([CH3:27])[CH:24]=[CH:23][C:22]=4[CH3:28])[CH2:17][CH2:16]3)=[O:14])[N:38]([CH2:31][C:32]3[CH:37]=[CH:36][CH:35]=[CH:34][CH:33]=3)[C:39]2=[O:40])(=[O:8])=[O:9])[CH:6]=[CH:5][CH:4]=[CH:3][CH:2]=1, predict the reactants needed to synthesize it. The reactants are: [C:1]1([S:7]([N:10]2[CH2:12][CH:11]2[C:13]([N:15]2[CH2:20][CH2:19][N:18]([C:21]3[CH:26]=[C:25]([CH3:27])[CH:24]=[CH:23][C:22]=3[CH3:28])[CH2:17][CH2:16]2)=[O:14])(=[O:9])=[O:8])[CH:6]=[CH:5][CH:4]=[CH:3][CH:2]=1.[I-].[Na+].[CH2:31]([N:38]=[C:39]=[O:40])[C:32]1[CH:37]=[CH:36][CH:35]=[CH:34][CH:33]=1. (4) Given the product [CH2:1]([O:3][C:4]([C:6]1[NH:7][C:8]([F:12])=[C:9]([F:11])[CH:10]=1)=[O:5])[CH3:2], predict the reactants needed to synthesize it. The reactants are: [CH2:1]([O:3][C:4]([C:6]1[NH:7][CH:8]=[C:9]([F:11])[CH:10]=1)=[O:5])[CH3:2].[F:12][B-](F)(F)F.F[B-](F)(F)F.ClC[N+]12CC[N+](F)(CC1)CC2. (5) Given the product [CH3:19][O:18][CH2:1][CH2:4][CH2:5][C:6]1[S:10][C:9]([CH:11]=[O:12])=[CH:8][CH:7]=1, predict the reactants needed to synthesize it. The reactants are: [CH:1]1([CH2:4][CH2:5][C:6]2[S:10][C:9]([CH:11]=[O:12])=[CH:8][CH:7]=2)CC1.[H-].[Na+].CI.Cl.[O:18]1CCC[CH2:19]1. (6) Given the product [CH3:12][O:13][C:14]1[CH:22]=[CH:21][CH:20]=[C:16]([C:17]2[O:1][N:2]=[C:3]([C:5]3[C:10]([CH3:11])=[CH:9][CH:8]=[CH:7][N:6]=3)[N:4]=2)[C:15]=1[OH:23], predict the reactants needed to synthesize it. The reactants are: [OH:1][NH:2][C:3]([C:5]1[C:10]([CH3:11])=[CH:9][CH:8]=[CH:7][N:6]=1)=[NH:4].[CH3:12][O:13][C:14]1[CH:22]=[CH:21][CH:20]=[C:16]([C:17](O)=O)[C:15]=1[OH:23].